From a dataset of Full USPTO retrosynthesis dataset with 1.9M reactions from patents (1976-2016). Predict the reactants needed to synthesize the given product. (1) Given the product [Cl:17][C:9]1[C:10]2[C:5](=[CH:4][C:3]([C:13]#[N:14])=[C:2]([F:1])[CH:11]=2)[CH:6]=[CH:7][N:8]=1, predict the reactants needed to synthesize it. The reactants are: [F:1][C:2]1[CH:11]=[C:10]2[C:5]([CH:6]=[CH:7][NH:8][C:9]2=O)=[CH:4][C:3]=1[C:13]#[N:14].O=P(Cl)(Cl)[Cl:17]. (2) Given the product [CH3:1][O:2][C:3]1[CH:8]=[CH:7][C:6]([C:13]2[CH:18]=[CH:17][C:16]([C:19]3[O:20][C:21]([CH3:32])=[C:22]([CH2:24][CH2:25][N:26]4[CH2:30][CH2:29][CH2:28][C@H:27]4[CH3:31])[N:23]=3)=[CH:15][CH:14]=2)=[CH:5][CH:4]=1, predict the reactants needed to synthesize it. The reactants are: [CH3:1][O:2][C:3]1[CH:8]=[CH:7][C:6](B(O)O)=[CH:5][CH:4]=1.Br[C:13]1[CH:18]=[CH:17][C:16]([C:19]2[O:20][C:21]([CH3:32])=[C:22]([CH2:24][CH2:25][N:26]3[CH2:30][CH2:29][CH2:28][C@H:27]3[CH3:31])[N:23]=2)=[CH:15][CH:14]=1. (3) Given the product [NH:20]1[CH:24]=[C:23]([C:25]2([OH:28])[CH2:27][CH2:26]2)[N:22]=[CH:21]1, predict the reactants needed to synthesize it. The reactants are: C([N:20]1[CH:24]=[C:23]([C:25]2([OH:28])[CH2:27][CH2:26]2)[N:22]=[CH:21]1)(C1C=CC=CC=1)(C1C=CC=CC=1)C1C=CC=CC=1. (4) Given the product [CH:25]1([NH:24][C:20]2[CH:19]=[C:18]([C:8]3[N:6]4[N:7]=[C:2]([N:37]([CH3:38])[CH3:36])[CH:3]=[CH:4][C:5]4=[N:10][C:9]=3[C:11]3[CH:16]=[CH:15][CH:14]=[C:13]([CH3:17])[CH:12]=3)[CH:23]=[CH:22][N:21]=2)[CH2:30][CH2:29][CH2:28][CH2:27][CH2:26]1, predict the reactants needed to synthesize it. The reactants are: Cl[C:2]1[CH:3]=[CH:4][C:5]2[N:6]([C:8]([C:18]3[CH:23]=[CH:22][N:21]=[C:20]([NH:24][CH:25]4[CH2:30][CH2:29][CH2:28][CH2:27][CH2:26]4)[CH:19]=3)=[C:9]([C:11]3[CH:16]=[CH:15][CH:14]=[C:13]([CH3:17])[CH:12]=3)[N:10]=2)[N:7]=1.C(=O)([O-])O.[Na+].[CH3:36][NH:37][CH3:38].O1CCCC1.